The task is: Predict hERG channel inhibition at various concentrations.. This data is from hERG Central: cardiac toxicity at 1µM, 10µM, and general inhibition. (1) Results: hERG_inhib (hERG inhibition (general)): blocker. The molecule is Cc1cccc(C(=O)NC2CC3CCCC(C2)N3S(=O)(=O)c2ccccc2)c1. (2) The compound is COc1cc(C(C)=O)ccc1OCCN1CCC(Cc2ccccc2)CC1.O=C(O)C(=O)O. Results: hERG_inhib (hERG inhibition (general)): blocker. (3) The molecule is COc1ccc(/C=N/NC(=O)c2ccc(Br)cc2)cc1CN1CCOCC1. Results: hERG_inhib (hERG inhibition (general)): blocker. (4) The molecule is CCCCN(CCCC)C(=O)CCS(=O)(=O)c1ccc2c(c1)n(C)c(=O)c(=O)n2C. Results: hERG_inhib (hERG inhibition (general)): blocker.